This data is from Forward reaction prediction with 1.9M reactions from USPTO patents (1976-2016). The task is: Predict the product of the given reaction. (1) Given the reactants [Cl:1][CH2:2][C:3]1[CH:4]=[C:5]([N:13]2[C:17]([C:18]3[CH:23]=[CH:22][C:21]([C:24]4[O:25][CH:26]=[CH:27][CH:28]=4)=[CH:20][CH:19]=3)=[CH:16][C:15]([C:29]([F:32])([F:31])[F:30])=[N:14]2)[CH:6]=[CH:7][C:8]=1[S:9]([CH3:12])(=[O:11])=[O:10].[CH3:33][NH2:34].C([O-])([O-])=O.[K+].[K+], predict the reaction product. The product is: [ClH:1].[O:25]1[CH:26]=[CH:27][CH:28]=[C:24]1[C:21]1[CH:22]=[CH:23][C:18]([C:17]2[N:13]([C:5]3[CH:6]=[CH:7][C:8]([S:9]([CH3:12])(=[O:10])=[O:11])=[C:3]([CH:4]=3)[CH2:2][NH:34][CH3:33])[N:14]=[C:15]([C:29]([F:31])([F:32])[F:30])[CH:16]=2)=[CH:19][CH:20]=1. (2) Given the reactants [NH:1]1[C:5]2[CH:6]=[CH:7][CH:8]=[CH:9][C:4]=2[N:3]=[N:2]1.[C:10]([NH:14][CH2:15][CH2:16][C:17]([OH:19])=[O:18])(=[O:13])[CH:11]=[CH2:12].C1(N=C=NC2CCCCC2)CCCCC1, predict the reaction product. The product is: [NH:1]1[C:5]2[CH:6]=[CH:7][CH:8]=[C-:9][C:4]=2[N:3]=[N:2]1.[C:10]([NH:14][CH2:15][CH2:16][C:17]([OH:19])=[O:18])(=[O:13])[CH:11]=[CH2:12].